This data is from Catalyst prediction with 721,799 reactions and 888 catalyst types from USPTO. The task is: Predict which catalyst facilitates the given reaction. (1) Reactant: [Br:1][C:2]1[CH:3]=[C:4]([F:9])[C:5](F)=[N:6][CH:7]=1.C(N(CC)CC)C.[NH:17]1[CH2:22][CH2:21][O:20][CH2:19][CH2:18]1. Product: [Br:1][C:2]1[CH:3]=[C:4]([F:9])[C:5]([N:17]2[CH2:22][CH2:21][O:20][CH2:19][CH2:18]2)=[N:6][CH:7]=1. The catalyst class is: 7. (2) Reactant: [NH:1]1[CH2:6][CH2:5][CH:4]([CH2:7][OH:8])[CH2:3][CH2:2]1.[OH-].[Na+].[CH3:11][C:12]([O:15][C:16](O[C:16]([O:15][C:12]([CH3:14])([CH3:13])[CH3:11])=[O:17])=[O:17])([CH3:14])[CH3:13]. Product: [C:12]([O:15][C:16]([N:1]1[CH2:6][CH2:5][CH:4]([CH2:7][OH:8])[CH2:3][CH2:2]1)=[O:17])([CH3:14])([CH3:13])[CH3:11]. The catalyst class is: 12.